Predict the product of the given reaction. From a dataset of Forward reaction prediction with 1.9M reactions from USPTO patents (1976-2016). (1) Given the reactants C(OC(N[C@H](C=O)CC1C=CC=CC=1)=O)(C)(C)C.[CH3:19][O:20][C:21](=[O:33])[C@@H:22]([OH:32])[C@@H:23]([NH2:31])[CH2:24][C:25]1[CH:30]=[CH:29][CH:28]=[CH:27][CH:26]=1, predict the reaction product. The product is: [CH3:19][O:20][C:21](=[O:33])[C@H:22]([OH:32])[C@@H:23]([NH2:31])[CH2:24][C:25]1[CH:30]=[CH:29][CH:28]=[CH:27][CH:26]=1. (2) Given the reactants Br[C:2]1[CH:3]=[CH:4][C:5]([O:9][C:10]2[CH:15]=[CH:14][CH:13]=[CH:12][C:11]=2[C:16]([CH3:19])([CH3:18])[CH3:17])=[C:6]([CH:8]=1)[NH2:7].B([C:23]1[CH:31]=[CH:30][CH:29]=[CH:28][C:24]=1[C:25]([OH:27])=[O:26])(O)O.C(=O)([O-])[O-].[K+].[K+].Cl, predict the reaction product. The product is: [NH2:7][C:6]1[CH:8]=[C:2]([C:23]2[C:24]([C:25]([OH:27])=[O:26])=[CH:28][CH:29]=[CH:30][CH:31]=2)[CH:3]=[CH:4][C:5]=1[O:9][C:10]1[CH:15]=[CH:14][CH:13]=[CH:12][C:11]=1[C:16]([CH3:19])([CH3:18])[CH3:17]. (3) Given the reactants COC1N=C(OC)N=C(O[C:12]([C:14]2[C:23]3[C:18](=[CH:19][C:20]([OH:24])=[CH:21][CH:22]=3)[CH:17]=[CH:16][CH:15]=2)=[O:13])N=1.[F:25][C:26]([F:35])([F:34])[C:27]1[CH:28]=[C:29]([NH2:33])[CH:30]=[CH:31][CH:32]=1.C(OCC)(=O)C, predict the reaction product. The product is: [F:25][C:26]([F:34])([F:35])[C:27]1[CH:28]=[C:29]([NH:33][C:12]([C:14]2[C:23]3[C:18](=[CH:19][C:20]([OH:24])=[CH:21][CH:22]=3)[CH:17]=[CH:16][CH:15]=2)=[O:13])[CH:30]=[CH:31][CH:32]=1. (4) Given the reactants CC1(C)[C@H]2[C@@H]1CN[C@@H]2C#N.[CH3:11][O:12][C:13]([C@H:15]1[NH:20][CH2:19][C@H:18]2[C@@H:16]1[C:17]2([CH3:22])[CH3:21])=[O:14], predict the reaction product. The product is: [CH3:11][O:12][C:13]([CH:15]1[NH:20][CH2:19][CH:18]2[CH:16]1[C:17]2([CH3:22])[CH3:21])=[O:14]. (5) The product is: [C:16]1([C:9]([C:10]2[CH:11]=[CH:12][CH:13]=[CH:14][CH:15]=2)=[N:8][C@H:7]([C:6]([O:5][C:1]([CH3:4])([CH3:2])[CH3:3])=[O:22])[CH2:28][C:27]2[CH:30]=[CH:31][C:24]([Cl:23])=[CH:25][CH:26]=2)[CH:17]=[CH:18][CH:19]=[CH:20][CH:21]=1. Given the reactants [C:1]([O:5][C:6](=[O:22])[CH2:7][N:8]=[C:9]([C:16]1[CH:21]=[CH:20][CH:19]=[CH:18][CH:17]=1)[C:10]1[CH:15]=[CH:14][CH:13]=[CH:12][CH:11]=1)([CH3:4])([CH3:3])[CH3:2].[Cl:23][C:24]1[CH:31]=[CH:30][C:27]([CH2:28]Br)=[CH:26][CH:25]=1.[OH-].[Na+], predict the reaction product. (6) Given the reactants [F:1][C:2]([F:13])([F:12])[C:3]1[C:4]2[CH2:11][O:10][CH2:9][CH2:8][C:5]=2[NH:6][N:7]=1.[F:14][C:15]1([F:28])[CH2:18][N:17]([C:19]([C:21]2[CH:26]=[CH:25][C:24](I)=[CH:23][CH:22]=2)=[O:20])[CH2:16]1, predict the reaction product. The product is: [F:28][C:15]1([F:14])[CH2:16][N:17]([C:19]([C:21]2[CH:26]=[CH:25][C:24]([N:6]3[C:5]4[CH2:8][CH2:9][O:10][CH2:11][C:4]=4[C:3]([C:2]([F:12])([F:1])[F:13])=[N:7]3)=[CH:23][CH:22]=2)=[O:20])[CH2:18]1. (7) Given the reactants Br[C:2]1[CH:3]=[C:4]([F:9])[C:5]([Cl:8])=[N:6][CH:7]=1.[C:10](=[O:17])([O:12][C:13]([CH3:16])([CH3:15])[CH3:14])[NH2:11].C(=O)([O-])[O-].[Cs+].[Cs+], predict the reaction product. The product is: [C:13]([O:12][C:10](=[O:17])[NH:11][C:2]1[CH:7]=[N:6][C:5]([Cl:8])=[C:4]([F:9])[CH:3]=1)([CH3:16])([CH3:15])[CH3:14]. (8) Given the reactants Cl[C:2]1[N:7]=[C:6](OC)[N:5]=[C:4]([NH:10][CH2:11][CH2:12][C:13]2[CH:18]=[CH:17][C:16]([Cl:19])=[CH:15][C:14]=2[Cl:20])[CH:3]=1.Cl.[NH:22]1[CH2:26][CH2:25][CH:24]([C:27]([OH:29])=[O:28])[CH2:23]1.[C:30]([O-])([O-])=O.[K+].[K+].Cl, predict the reaction product. The product is: [Cl:20][C:14]1[CH:15]=[C:16]([Cl:19])[CH:17]=[CH:18][C:13]=1[CH2:12][CH2:11][NH:10][C:4]1[N:5]=[C:6]([CH3:30])[N:7]=[C:2]([N:22]2[CH2:26][CH2:25][CH:24]([C:27]([OH:29])=[O:28])[CH2:23]2)[CH:3]=1.